This data is from Full USPTO retrosynthesis dataset with 1.9M reactions from patents (1976-2016). The task is: Predict the reactants needed to synthesize the given product. (1) Given the product [CH2:1]([O:8][C:9]1[C:10]([CH3:19])=[CH:11][C:12]([N+:16]([O-:18])=[O:17])=[C:13]([CH:14]=1)[CH:15]=[CH:24][N:23]1[CH2:25][CH2:27][CH2:20][CH2:21]1)[C:2]1[CH:3]=[CH:4][CH:5]=[CH:6][CH:7]=1, predict the reactants needed to synthesize it. The reactants are: [CH2:1]([O:8][C:9]1[CH:14]=[C:13]([CH3:15])[C:12]([N+:16]([O-:18])=[O:17])=[CH:11][C:10]=1[CH3:19])[C:2]1[CH:7]=[CH:6][CH:5]=[CH:4][CH:3]=1.[CH3:20][C:21]([N:23]([CH3:25])[CH3:24])=O.N1CCC[CH2:27]1. (2) Given the product [CH2:24]([O:26][C:27](=[O:36])[C:28]1[CH:33]=[C:32]([B:10]2[O:11][C:12]([CH3:17])([CH3:18])[C:13]([CH3:15])([CH3:16])[O:14]2)[CH:31]=[CH:30][C:29]=1[Cl:35])[CH3:25], predict the reactants needed to synthesize it. The reactants are: [B:10]1([B:10]2[O:14][C:13]([CH3:16])([CH3:15])[C:12]([CH3:18])([CH3:17])[O:11]2)[O:14][C:13]([CH3:16])([CH3:15])[C:12]([CH3:18])([CH3:17])[O:11]1.C([O-])(=O)C.[K+].[CH2:24]([O:26][C:27](=[O:36])[C:28]1[CH:33]=[C:32](Br)[CH:31]=[CH:30][C:29]=1[Cl:35])[CH3:25]. (3) Given the product [CH3:1][S:2]([C:5]1[CH:6]=[C:7]([NH2:12])[C:8]([NH2:9])=[CH:10][CH:11]=1)(=[O:3])=[O:4], predict the reactants needed to synthesize it. The reactants are: [CH3:1][S:2]([C:5]1[CH:11]=[CH:10][C:8]([NH2:9])=[C:7]([N+:12]([O-])=O)[CH:6]=1)(=[O:4])=[O:3].O.NN.